From a dataset of Reaction yield outcomes from USPTO patents with 853,638 reactions. Predict the reaction yield, written as a fraction of the theoretical maximum amount of product (1.0 means a 100% yield; for example, 0.34 means a 34% yield). (1) The reactants are CC(OC([NH:8][C@@H:9]([CH2:14][CH2:15][C:16](=O)[C:17]1[CH:22]=[CH:21][C:20]([O:23][CH2:24][C:25]2[CH:30]=[CH:29][CH:28]=[CH:27][CH:26]=2)=[CH:19][CH:18]=1)[C:10]([O:12][CH3:13])=[O:11])=O)(C)C.FC(F)(F)C(O)=O. The catalyst is C(Cl)Cl. The product is [C:25]1([CH2:24][O:23][C:20]2[CH:21]=[CH:22][C:17]([C:16]3[CH2:15][CH2:14][C@@H:9]([C:10]([O:12][CH3:13])=[O:11])[N:8]=3)=[CH:18][CH:19]=2)[CH:30]=[CH:29][CH:28]=[CH:27][CH:26]=1. The yield is 0.910. (2) The reactants are [CH3:1][C:2]1([CH3:15])[CH2:13][C:12]2[CH:11]=[C:10]3[N:5]([CH2:6][CH2:7][NH:8][C:9]3=[O:14])[C:4]=2[CH2:3]1.Br[C:17]1[C:22]([CH:23]=[O:24])=[C:21]([Cl:25])[N:20]=[CH:19][CH:18]=1.CC1(C)C2C(=C(P(C3C=CC=CC=3)C3C=CC=CC=3)C=CC=2)OC2C(P(C3C=CC=CC=3)C3C=CC=CC=3)=CC=CC1=2.C(=O)([O-])[O-].[Cs+].[Cs+]. The catalyst is C1C=CC(/C=C/C(/C=C/C2C=CC=CC=2)=O)=CC=1.C1C=CC(/C=C/C(/C=C/C2C=CC=CC=2)=O)=CC=1.C1C=CC(/C=C/C(/C=C/C2C=CC=CC=2)=O)=CC=1.[Pd].[Pd].O1CCOCC1. The product is [Cl:25][C:21]1[C:22]([CH:23]=[O:24])=[C:17]([N:8]2[CH2:7][CH2:6][N:5]3[C:10](=[CH:11][C:12]4[CH2:13][C:2]([CH3:15])([CH3:1])[CH2:3][C:4]=43)[C:9]2=[O:14])[CH:18]=[CH:19][N:20]=1. The yield is 0.650.